From a dataset of Reaction yield outcomes from USPTO patents with 853,638 reactions. Predict the reaction yield, written as a fraction of the theoretical maximum amount of product (1.0 means a 100% yield; for example, 0.34 means a 34% yield). (1) The reactants are [F:1][C:2]([F:8])([F:7])[CH2:3][C@H:4]1[CH2:6][O:5]1.[N-:9]=[N+:10]=[N-:11].[Na+].[NH4+].[Cl-]. The catalyst is CCO.O. The product is [N:9]([CH2:6][C@@H:4]([OH:5])[CH2:3][C:2]([F:8])([F:7])[F:1])=[N+:10]=[N-:11]. The yield is 0.830. (2) The reactants are [Br:1][C:2]1[CH:3]=[C:4]2[C:9](=[CH:10][CH:11]=1)[CH:8]=[N:7][C:6]([NH2:12])=[CH:5]2.C[Si]([N-][Si](C)(C)C)(C)C.[Na+].[CH3:23][C:24]([O:27][C:28](O[C:28]([O:27][C:24]([CH3:26])([CH3:25])[CH3:23])=[O:29])=[O:29])([CH3:26])[CH3:25]. The catalyst is C1COCC1. The product is [Br:1][C:2]1[CH:3]=[C:4]2[C:9](=[CH:10][CH:11]=1)[CH:8]=[N:7][C:6]([NH:12][C:28](=[O:29])[O:27][C:24]([CH3:26])([CH3:25])[CH3:23])=[CH:5]2. The yield is 0.640.